This data is from NCI-60 drug combinations with 297,098 pairs across 59 cell lines. The task is: Regression. Given two drug SMILES strings and cell line genomic features, predict the synergy score measuring deviation from expected non-interaction effect. (1) Drug 1: C(CC(=O)O)C(=O)CN.Cl. Drug 2: COC1=C2C(=CC3=C1OC=C3)C=CC(=O)O2. Cell line: NCI/ADR-RES. Synergy scores: CSS=-3.06, Synergy_ZIP=3.17, Synergy_Bliss=0.227, Synergy_Loewe=2.55, Synergy_HSA=-3.21. (2) Drug 1: CN(C(=O)NC(C=O)C(C(C(CO)O)O)O)N=O. Drug 2: B(C(CC(C)C)NC(=O)C(CC1=CC=CC=C1)NC(=O)C2=NC=CN=C2)(O)O. Cell line: K-562. Synergy scores: CSS=51.4, Synergy_ZIP=-1.02, Synergy_Bliss=-2.34, Synergy_Loewe=-1.38, Synergy_HSA=-0.890. (3) Drug 1: C1=CN(C(=O)N=C1N)C2C(C(C(O2)CO)O)O.Cl. Drug 2: C1CNP(=O)(OC1)N(CCCl)CCCl. Cell line: UACC-257. Synergy scores: CSS=9.30, Synergy_ZIP=-1.96, Synergy_Bliss=2.29, Synergy_Loewe=-9.85, Synergy_HSA=0.941. (4) Drug 1: CC1=C(C=C(C=C1)NC(=O)C2=CC=C(C=C2)CN3CCN(CC3)C)NC4=NC=CC(=N4)C5=CN=CC=C5. Drug 2: C(CN)CNCCSP(=O)(O)O. Cell line: BT-549. Synergy scores: CSS=-8.19, Synergy_ZIP=2.73, Synergy_Bliss=-1.60, Synergy_Loewe=-8.34, Synergy_HSA=-8.77.